Dataset: Forward reaction prediction with 1.9M reactions from USPTO patents (1976-2016). Task: Predict the product of the given reaction. (1) Given the reactants Cl.[Cl:2][C:3]1[CH:8]=[CH:7][CH:6]=[CH:5][C:4]=1[CH2:9][N:10]([C@H:23]1[CH2:27][CH2:26][N:25]([CH2:28][C:29]([CH3:31])=[CH2:30])[CH2:24]1)[C:11]1[CH:18]=[CH:17][C:14]([C:15]#[N:16])=[C:13]([C:19]([F:22])([F:21])[F:20])[CH:12]=1, predict the reaction product. The product is: [Cl:2][C:3]1[CH:8]=[CH:7][CH:6]=[CH:5][C:4]=1[CH2:9][N:10]([C@H:23]1[CH2:27][CH2:26][N:25]([CH2:28][CH:29]([CH3:31])[CH3:30])[CH2:24]1)[C:11]1[CH:18]=[CH:17][C:14]([C:15]#[N:16])=[C:13]([C:19]([F:20])([F:21])[F:22])[CH:12]=1. (2) Given the reactants [CH3:1][C:2]1[CH:6]=[C:5]([NH:7][C:8]([C:10]2[CH:14]=[CH:13][NH:12][N:11]=2)=[O:9])[O:4][N:3]=1.[CH3:15][C:16]1[C:20]2[CH:21]=[CH:22][CH:23]=[CH:24][C:19]=2[O:18][C:17]=1[C:25](Cl)=[O:26], predict the reaction product. The product is: [CH3:1][C:2]1[CH:6]=[C:5]([NH:7][C:8]([C:10]2[CH:14]=[CH:13][N:12]([C:25]([C:17]3[O:18][C:19]4[CH:24]=[CH:23][CH:22]=[CH:21][C:20]=4[C:16]=3[CH3:15])=[O:26])[N:11]=2)=[O:9])[O:4][N:3]=1. (3) Given the reactants [Br:1][C:2]1[C:7]([C:8]([O:10][CH3:11])=[O:9])=[C:6]([CH3:12])[C:5]([OH:13])=[CH:4][CH:3]=1.C(=O)([O-])[O-].[Cs+].[Cs+].I[CH2:21][CH3:22].C(OCC)(=O)C, predict the reaction product. The product is: [Br:1][C:2]1[C:7]([C:8]([O:10][CH3:11])=[O:9])=[C:6]([CH3:12])[C:5]([O:13][CH2:21][CH3:22])=[CH:4][CH:3]=1. (4) Given the reactants [NH:1]1[C:9]2[CH:8]=[CH:7][CH:6]=[C:5]3[CH2:10][N:11](C(OC(C)(C)C)=O)[CH2:12][CH2:13][C:3]([C:4]=23)=[CH:2]1.[CH3:21][C:22]1[CH:23]=[C:24]([S:29]([Cl:32])(=[O:31])=[O:30])[CH:25]=[C:26]([CH3:28])[CH:27]=1, predict the reaction product. The product is: [ClH:32].[CH3:28][C:26]1[CH:25]=[C:24]([S:29]([N:1]2[C:9]3[CH:8]=[CH:7][CH:6]=[C:5]4[CH2:10][NH:11][CH2:12][CH2:13][C:3]([C:4]=34)=[CH:2]2)(=[O:30])=[O:31])[CH:23]=[C:22]([CH3:21])[CH:27]=1. (5) The product is: [C:1]1([CH2:7][CH2:8][O:9][C:10]2[N:18]=[C:17]3[C:13]([N:14]=[C:15]([CH:21]4[CH2:25][CH2:24][CH2:23][O:22]4)[N:16]3[CH2:19][CH3:20])=[C:12]([NH2:26])[N:11]=2)[CH:6]=[CH:5][CH:4]=[CH:3][CH:2]=1. Given the reactants [C:1]1([CH2:7][CH2:8][O:9][C:10]2[N:18]=[C:17]3[C:13]([N:14]=[C:15]([C:21]4[O:22][CH:23]=[CH:24][CH:25]=4)[N:16]3[CH2:19][CH3:20])=[C:12]([NH2:26])[N:11]=2)[CH:6]=[CH:5][CH:4]=[CH:3][CH:2]=1.[H][H], predict the reaction product.